This data is from Drug-target binding data from BindingDB using Ki measurements. The task is: Regression. Given a target protein amino acid sequence and a drug SMILES string, predict the binding affinity score between them. We predict pKi (pKi = -log10(Ki in M); higher means stronger inhibition). Dataset: bindingdb_ki. The small molecule is S=C([S-])[S-]. The target protein sequence is MKKTFLIALALTASLIGAENAKWDYKNKENGPHRWDKLHKDFEVCKSGKSQSPINIEHYYHTQDKADLQFKYAASKPKAVFFTHHTLKASFEPTNHINYRGHDYVLDNVHFHAPMEFLINNKTRPLSAHFVHKDAKGRLLVLAIGFEEGKENPNLDPILEGIQKKQNFKEVALDAFLPKSINYYHFNGSLTAPPCTEGVAWFVVEEPLEVSAKQLAEIKKRMKNSPNQRPVQPDYNTVIIKRSAETR. The pKi is 3.4.